The task is: Predict the reactants needed to synthesize the given product.. This data is from Full USPTO retrosynthesis dataset with 1.9M reactions from patents (1976-2016). (1) Given the product [N:8]1([C:5]2[N:4]=[N:3][C:2]([N:21]3[CH2:20][CH2:19][CH:18]([O:17][C:16]4[CH:24]=[CH:25][CH:26]=[CH:27][C:15]=4[C:14]([F:13])([F:28])[F:29])[CH2:23][CH2:22]3)=[CH:7][CH:6]=2)[CH:12]=[CH:11][N:10]=[CH:9]1, predict the reactants needed to synthesize it. The reactants are: Cl[C:2]1[N:3]=[N:4][C:5]([N:8]2[CH:12]=[CH:11][N:10]=[CH:9]2)=[CH:6][CH:7]=1.[F:13][C:14]([F:29])([F:28])[C:15]1[CH:27]=[CH:26][CH:25]=[CH:24][C:16]=1[O:17][CH:18]1[CH2:23][CH2:22][NH:21][CH2:20][CH2:19]1.C(=O)([O-])[O-].[K+].[K+]. (2) Given the product [CH2:1]([N:3]1[C:8]2[N:9]=[C:10]([S:13]([CH3:14])=[O:39])[N:11]=[CH:12][C:7]=2[CH:6]=[C:5]([C:15]2[CH:20]=[CH:19][C:18]([S:21]([N:24]3[CH2:28][CH2:27][CH2:26][CH2:25]3)(=[O:23])=[O:22])=[CH:17][C:16]=2[CH3:29])[C:4]1=[O:30])[CH3:2], predict the reactants needed to synthesize it. The reactants are: [CH2:1]([N:3]1[C:8]2[N:9]=[C:10]([S:13][CH3:14])[N:11]=[CH:12][C:7]=2[CH:6]=[C:5]([C:15]2[CH:20]=[CH:19][C:18]([S:21]([N:24]3[CH2:28][CH2:27][CH2:26][CH2:25]3)(=[O:23])=[O:22])=[CH:17][C:16]=2[CH3:29])[C:4]1=[O:30])[CH3:2].C1C=C(Cl)C=C(C(OO)=[O:39])C=1. (3) Given the product [Cl:1][C:2]1[CH:3]=[CH:4][C:5]([CH2:6][N:7]([C:14]([C:16]2([CH3:31])[CH2:19][CH2:18][N:17]2[C:20](=[O:30])[N:21]([C:22]2[CH:27]=[C:26]([CH3:28])[CH:25]=[C:24]([CH3:29])[CH:23]=2)[CH3:36])=[O:15])[CH2:8][CH2:9][CH2:10][C:11]([OH:13])=[O:12])=[CH:32][CH:33]=1, predict the reactants needed to synthesize it. The reactants are: [Cl:1][C:2]1[CH:33]=[CH:32][C:5]([CH2:6][N:7]([C:14]([C:16]2([CH3:31])[CH2:19][CH2:18][N:17]2[C:20](=[O:30])[NH:21][C:22]2[CH:27]=[C:26]([CH3:28])[CH:25]=[C:24]([CH3:29])[CH:23]=2)=[O:15])[CH2:8][CH2:9][CH2:10][C:11]([OH:13])=[O:12])=[CH:4][CH:3]=1.[H-].[Na+].[CH3:36]I. (4) Given the product [Br:1][C:2]1[CH:3]=[C:4]([NH:10][C:11]2[CH:15]=[C:14]([CH3:16])[N:13]([CH3:20])[N:12]=2)[C:5](=[O:9])[N:6]([CH3:8])[CH:7]=1, predict the reactants needed to synthesize it. The reactants are: [Br:1][C:2]1[CH:3]=[C:4]([NH:10][C:11]2[CH:15]=[C:14]([CH3:16])[NH:13][N:12]=2)[C:5](=[O:9])[N:6]([CH3:8])[CH:7]=1.[H-].[Na+].I[CH3:20].O. (5) The reactants are: [Cl:1][C:2]1[CH:10]=[CH:9][C:8]([C:11]2[N:12]([C:22]([O:24][C:25]([CH3:28])([CH3:27])[CH3:26])=[O:23])[C:13]3[C:18]([CH:19]=2)=[CH:17][C:16]([CH:20]=O)=[CH:15][CH:14]=3)=[C:7]2[C:3]=1[CH2:4][NH:5][C:6]2=[O:29].[NH:30]1[CH2:35][CH2:34][CH:33]([CH2:36][OH:37])[CH2:32][CH2:31]1.C(O)(=O)C.C(O[BH-](OC(=O)C)OC(=O)C)(=O)C.[Na+].Cl. Given the product [Cl:1][C:2]1[CH:10]=[CH:9][C:8]([C:11]2[N:12]([C:22]([O:24][C:25]([CH3:27])([CH3:26])[CH3:28])=[O:23])[C:13]3[C:18]([CH:19]=2)=[CH:17][C:16]([CH2:20][N:30]2[CH2:35][CH2:34][CH:33]([CH2:36][OH:37])[CH2:32][CH2:31]2)=[CH:15][CH:14]=3)=[C:7]2[C:3]=1[CH2:4][NH:5][C:6]2=[O:29], predict the reactants needed to synthesize it. (6) Given the product [NH2:22][C:21]1[CH:23]=[CH:24][C:25]([C:16]#[C:15][CH2:14][CH2:13][N:10]2[CH2:9][CH2:8][CH:7]([CH2:6][C:5]3[CH:4]=[CH:3][C:2]([Cl:1])=[CH:18][CH:17]=3)[CH2:12][CH2:11]2)=[CH:26][C:20]=1[F:19], predict the reactants needed to synthesize it. The reactants are: [Cl:1][C:2]1[CH:18]=[CH:17][C:5]([CH2:6][CH:7]2[CH2:12][CH2:11][N:10]([CH2:13][CH2:14][C:15]#[CH:16])[CH2:9][CH2:8]2)=[CH:4][CH:3]=1.[F:19][C:20]1[CH:26]=[C:25](I)[CH:24]=[CH:23][C:21]=1[NH2:22]. (7) Given the product [Br:1][C:2]1[CH:11]=[C:10]2[C:5](=[CH:4][C:3]=1[O:15][CH3:16])[C:6]([CH3:14])([CH3:13])[CH2:7][CH:8]=[C:9]2[C:17]([CH3:20])([CH3:19])[CH3:18], predict the reactants needed to synthesize it. The reactants are: [Br:1][C:2]1[CH:11]=[C:10]2[CH:5]([C:6]([CH3:14])([CH3:13])[CH2:7][CH2:8][C:9]2=O)[CH2:4][C:3]=1[O:15][CH3:16].[C:17]([Mg]Cl)([CH3:20])([CH3:19])[CH3:18].